Task: Predict the reaction yield, written as a fraction of the theoretical maximum amount of product (1.0 means a 100% yield; for example, 0.34 means a 34% yield).. Dataset: Reaction yield outcomes from USPTO patents with 853,638 reactions The reactants are [C:1]([C:5]1[CH:10]=[CH:9][C:8](N2C(C)=CC=C2C)=[C:7]([N+:18]([O-])=O)[CH:6]=1)([CH3:4])([CH3:3])[CH3:2].CCO[C:24]([CH3:26])=O. The catalyst is [Pd]. The product is [C:1]([C:5]1[CH:10]=[CH:9][C:8]([C:5]2[CH:6]=[C:7]([CH3:8])[NH:18][C:24]=2[CH3:26])=[C:7]([CH:6]=1)[NH2:18])([CH3:2])([CH3:3])[CH3:4]. The yield is 0.990.